From a dataset of Reaction yield outcomes from USPTO patents with 853,638 reactions. Predict the reaction yield, written as a fraction of the theoretical maximum amount of product (1.0 means a 100% yield; for example, 0.34 means a 34% yield). (1) The reactants are [CH3:1][O:2][C:3]1[CH:4]=[C:5]([CH:11]=[CH:12][C:13]=1[O:14][CH2:15][CH2:16][NH:17][CH2:18][CH2:19][C:20](=[O:41])[CH2:21][C:22]1[CH:27]=[CH:26][C:25]([NH:28][C:29]([NH:31][C:32]2[CH:37]=[CH:36][CH:35]=[CH:34][C:33]=2[CH3:38])=[O:30])=[C:24]([O:39][CH3:40])[CH:23]=1)[C:6]([O:8]CC)=[O:7].[OH-].[Na+].Cl. The catalyst is C1COCC1. The yield is 0.350. The product is [CH3:1][O:2][C:3]1[CH:4]=[C:5]([CH:11]=[CH:12][C:13]=1[O:14][CH2:15][CH2:16][NH:17][CH2:18][CH2:19][C:20](=[O:41])[CH2:21][C:22]1[CH:27]=[CH:26][C:25]([NH:28][C:29]([NH:31][C:32]2[CH:37]=[CH:36][CH:35]=[CH:34][C:33]=2[CH3:38])=[O:30])=[C:24]([O:39][CH3:40])[CH:23]=1)[C:6]([OH:8])=[O:7]. (2) The reactants are [O:1]1[CH2:6][CH2:5][O:4][CH2:3][CH:2]1[C:7]1[C:15]2[S:14][C:13]([NH2:16])=[N:12][C:11]=2[C:10]([O:17][CH3:18])=[CH:9][CH:8]=1.N1C=CC=CC=1.Cl[C:26]([O:28][C:29]1[CH:34]=[CH:33][CH:32]=[CH:31][CH:30]=1)=[O:27].C(=O)(O)[O-].[Na+]. The catalyst is ClCCl. The product is [C:29]1([O:28][C:26](=[O:27])[NH:16][C:13]2[S:14][C:15]3[C:7]([CH:2]4[CH2:3][O:4][CH2:5][CH2:6][O:1]4)=[CH:8][CH:9]=[C:10]([O:17][CH3:18])[C:11]=3[N:12]=2)[CH:34]=[CH:33][CH:32]=[CH:31][CH:30]=1. The yield is 0.960. (3) The reactants are [Cl:1][C:2]1[CH:7]=[C:6]([F:8])[CH:5]=[CH:4][C:3]=1[OH:9].[H-].[Na+].[CH2:12](Br)[C:13]1[CH:18]=[CH:17][CH:16]=[CH:15][CH:14]=1. The catalyst is O1CCCC1. The product is [CH2:12]([O:9][C:3]1[CH:4]=[CH:5][C:6]([F:8])=[CH:7][C:2]=1[Cl:1])[C:13]1[CH:18]=[CH:17][CH:16]=[CH:15][CH:14]=1. The yield is 0.600. (4) The reactants are Cl[C:2]1[N:9]=[C:8]([C:10]([F:13])([F:12])[F:11])[CH:7]=[CH:6][C:3]=1[C:4]#[N:5].[CH3:14][O:15][C:16]1[CH:21]=[CH:20][CH:19]=[CH:18][C:17]=1B(O)O. No catalyst specified. The product is [CH3:14][O:15][C:16]1[CH:21]=[CH:20][CH:19]=[CH:18][C:17]=1[C:2]1[N:9]=[C:8]([C:10]([F:13])([F:12])[F:11])[CH:7]=[CH:6][C:3]=1[C:4]#[N:5]. The yield is 0.910. (5) The reactants are [NH2:1][C:2]1[C:7]([NH2:8])=[C:6]([N:9]([CH2:15][C:16]2[CH:21]=[CH:20][C:19]([CH2:22][P:23]([O:28][CH2:29][CH3:30])([O:25][CH2:26][CH3:27])=[O:24])=[CH:18][CH:17]=2)[C:10](=[O:14])OCC)[CH:5]=[C:4]([O:31][CH2:32][CH2:33][O:34][CH3:35])[N:3]=1. The catalyst is CC(O)=O. The product is [NH2:1][C:2]1[C:7]2[NH:8][C:10](=[O:14])[N:9]([CH2:15][C:16]3[CH:21]=[CH:20][C:19]([CH2:22][P:23](=[O:24])([O:28][CH2:29][CH3:30])[O:25][CH2:26][CH3:27])=[CH:18][CH:17]=3)[C:6]=2[CH:5]=[C:4]([O:31][CH2:32][CH2:33][O:34][CH3:35])[N:3]=1. The yield is 0.630.